Predict the reaction yield, written as a fraction of the theoretical maximum amount of product (1.0 means a 100% yield; for example, 0.34 means a 34% yield). From a dataset of Reaction yield outcomes from USPTO patents with 853,638 reactions. The reactants are O=[C:2]([C:6]1[CH:11]=[CH:10][N:9]=[CH:8][CH:7]=1)[CH2:3][C:4]#[N:5].[NH2:12][NH2:13]. The catalyst is C(O)C. The product is [N:9]1[CH:10]=[CH:11][C:6]([C:2]2[NH:13][N:12]=[C:4]([NH2:5])[CH:3]=2)=[CH:7][CH:8]=1. The yield is 0.210.